This data is from Forward reaction prediction with 1.9M reactions from USPTO patents (1976-2016). The task is: Predict the product of the given reaction. Given the reactants [C:1]1(B(O)O)[CH:6]=[CH:5][CH:4]=[CH:3][CH:2]=1.C(=O)([O-])[O-].[Na+].[Na+].Br[C:17]1[CH:18]=[C:19]2[C:23](=[C:24]([F:27])[C:25]=1[F:26])[N:22]([CH2:28][O:29][CH2:30][CH2:31][Si:32]([CH3:35])([CH3:34])[CH3:33])[N:21]=[C:20]2[NH:36][C:37](=[O:41])[CH2:38][CH2:39][CH3:40], predict the reaction product. The product is: [F:26][C:25]1[C:24]([F:27])=[C:23]2[C:19]([C:20]([NH:36][C:37](=[O:41])[CH2:38][CH2:39][CH3:40])=[N:21][N:22]2[CH2:28][O:29][CH2:30][CH2:31][Si:32]([CH3:35])([CH3:34])[CH3:33])=[CH:18][C:17]=1[C:1]1[CH:6]=[CH:5][CH:4]=[CH:3][CH:2]=1.